Dataset: HIV replication inhibition screening data with 41,000+ compounds from the AIDS Antiviral Screen. Task: Binary Classification. Given a drug SMILES string, predict its activity (active/inactive) in a high-throughput screening assay against a specified biological target. (1) The molecule is Cc1ccc(C2=Nc3ccccc3SC(c3cccc4c3OCO4)C2)cc1. The result is 0 (inactive). (2) The drug is COc1ccccc1-c1cc(=O)c2ccc(OC)c(OC)c2o1. The result is 0 (inactive).